Dataset: Catalyst prediction with 721,799 reactions and 888 catalyst types from USPTO. Task: Predict which catalyst facilitates the given reaction. (1) Reactant: O=S(Cl)Cl.[CH3:5][O:6][C:7]1[CH:8]=[C:9]2[C:14](=[CH:15][CH:16]=1)[CH:13]=[C:12]([C:17]([OH:19])=O)[CH:11]=[CH:10]2.CCN(CC)CC.Cl.[CH3:28][NH:29][O:30][CH3:31]. Product: [CH3:31][O:30][N:29]([CH3:28])[C:17]([C:12]1[CH:11]=[CH:10][C:9]2[C:14](=[CH:15][CH:16]=[C:7]([O:6][CH3:5])[CH:8]=2)[CH:13]=1)=[O:19]. The catalyst class is: 2. (2) Reactant: O[CH:2]1[C:6]2([CH2:11][CH2:10][N:9]([C:12]([O:14][C:15]([CH3:18])([CH3:17])[CH3:16])=[O:13])[CH2:8][CH2:7]2)[C:5](=[O:19])[N:4]([C:20]2[CH2:21][O:22][C:23](=[O:26])[C:24]=2[CH3:25])[CH2:3]1.F.F.F.C(N(CC)CC)C.C(N(CC)CC)C.[B-](F)(F)(F)[F:45].CCN([S+](F)F)CC. Product: [F:45][CH:2]1[C:6]2([CH2:11][CH2:10][N:9]([C:12]([O:14][C:15]([CH3:18])([CH3:17])[CH3:16])=[O:13])[CH2:8][CH2:7]2)[C:5](=[O:19])[N:4]([C:20]2[CH2:21][O:22][C:23](=[O:26])[C:24]=2[CH3:25])[CH2:3]1. The catalyst class is: 2. (3) Reactant: [OH-].[Na+].C(O)C.O.[O:7]1[CH2:13][CH2:12][CH2:11][N:10]([CH2:14][C:15]2[CH:20]=[CH:19][C:18]([C:21]#[C:22][C:23]3[CH:33]=[CH:32][C:26]([C:27]([O:29]CC)=[O:28])=[CH:25][CH:24]=3)=[CH:17][CH:16]=2)[CH2:9][CH2:8]1. Product: [O:7]1[CH2:13][CH2:12][CH2:11][N:10]([CH2:14][C:15]2[CH:16]=[CH:17][C:18]([C:21]#[C:22][C:23]3[CH:33]=[CH:32][C:26]([C:27]([OH:29])=[O:28])=[CH:25][CH:24]=3)=[CH:19][CH:20]=2)[CH2:9][CH2:8]1. The catalyst class is: 559. (4) Reactant: Cl.[N:2]1[CH:7]=[CH:6][CH:5]=[N:4][C:3]=1[CH:8]([NH2:10])[CH3:9].C(N(CC)CC)C.[CH:18]1([CH2:21]Br)[CH2:20][CH2:19]1. Product: [CH:18]1([CH2:21][NH:10][CH:8]([C:3]2[N:4]=[CH:5][CH:6]=[CH:7][N:2]=2)[CH3:9])[CH2:20][CH2:19]1. The catalyst class is: 10. (5) Reactant: [C:1]([O:5][C:6]([N:8]1[CH2:13][CH2:12][CH2:11][CH2:10][CH:9]1/[CH:14]=[CH:15]/[C:16]([OH:18])=[O:17])=[O:7])([CH3:4])([CH3:3])[CH3:2]. Product: [C:1]([O:5][C:6]([N:8]1[CH2:13][CH2:12][CH2:11][CH2:10][CH:9]1[CH2:14][CH2:15][C:16]([OH:18])=[O:17])=[O:7])([CH3:4])([CH3:2])[CH3:3]. The catalyst class is: 29. (6) Reactant: [CH2:1]=[CH:2][CH2:3][NH2:4].[CH2:5]1[O:7][CH:6]1[CH2:8][Cl:9].Cl.[C:11](=[O:14])([OH:13])[O-:12].[Na+]. Product: [CH2:1]=[CH:2][CH2:3][NH3+:4].[CH2:5]1[O:7][CH:6]1[CH2:8][Cl:9].[C:11]([O-:14])([OH:13])=[O:12]. The catalyst class is: 6.